From a dataset of Reaction yield outcomes from USPTO patents with 853,638 reactions. Predict the reaction yield, written as a fraction of the theoretical maximum amount of product (1.0 means a 100% yield; for example, 0.34 means a 34% yield). (1) The reactants are [Br:1][C:2]1[CH:3]=[CH:4][C:5]2[O:16][C:15]3([CH2:21][CH2:20][CH:19]([O:22][CH3:23])[CH2:18][CH2:17]3)[C:8]3([NH:12][C:11](=S)[C:10]([CH3:14])=[N:9]3)[C:6]=2[CH:7]=1.[NH3:24].CO. No catalyst specified. The product is [Br:1][C:2]1[CH:3]=[CH:4][C:5]2[O:16][C:15]3([CH2:21][CH2:20][CH:19]([O:22][CH3:23])[CH2:18][CH2:17]3)[C:8]3([N:12]=[C:11]([NH2:24])[C:10]([CH3:14])=[N:9]3)[C:6]=2[CH:7]=1. The yield is 0.270. (2) The reactants are [F:1][C:2]1[CH:3]=[C:4]([C:9]2[CH2:10][CH2:11][O:12][CH2:13][CH:14]=2)[CH:5]=[C:6]([F:8])[CH:7]=1. The catalyst is CO.[Pd]. The product is [F:1][C:2]1[CH:3]=[C:4]([CH:9]2[CH2:10][CH2:11][O:12][CH2:13][CH2:14]2)[CH:5]=[C:6]([F:8])[CH:7]=1. The yield is 0.710. (3) The reactants are [Cl:1][C:2]1[N:7]=[CH:6][N:5]=[C:4]([NH2:8])[CH:3]=1.[C:9](O[C:9]([O:11][C:12]([CH3:15])([CH3:14])[CH3:13])=[O:10])([O:11][C:12]([CH3:15])([CH3:14])[CH3:13])=[O:10]. The catalyst is C(#N)C.CN(C1C=CN=CC=1)C. The product is [C:12]([O:11][C:9]([N:8]([C:9]([O:11][C:12]([CH3:15])([CH3:14])[CH3:13])=[O:10])[C:4]1[N:5]=[CH:6][N:7]=[C:2]([Cl:1])[CH:3]=1)=[O:10])([CH3:15])([CH3:14])[CH3:13]. The yield is 0.600. (4) The reactants are I[C:2]1[C:7]([NH2:8])=[C:6]([N+:9]([O-:11])=[O:10])[CH:5]=[C:4]([CH3:12])[CH:3]=1.[C:13]([C:15]1[CH:20]=[CH:19][CH:18]=[C:17]([CH3:21])[N:16]=1)#[CH:14]. No catalyst specified. The product is [CH3:12][C:4]1[CH:3]=[C:2]2[C:7](=[C:6]([N+:9]([O-:11])=[O:10])[CH:5]=1)[NH:8][C:13]([C:15]1[CH:20]=[CH:19][CH:18]=[C:17]([CH3:21])[N:16]=1)=[CH:14]2. The yield is 0.350. (5) The yield is 0.850. The catalyst is C(Cl)Cl.CN(C1C=CN=CC=1)C. The reactants are [Br:1][C:2]1[C:3]([N:20]2[CH2:25][CH2:24][CH2:23][C@@H:22]([NH:26][C:27](=[O:33])[O:28][C:29]([CH3:32])([CH3:31])[CH3:30])[CH2:21]2)=[C:4]2[C:10]([NH:11][C:12](=[O:19])[C:13]3[CH:18]=[CH:17][CH:16]=[N:15][CH:14]=3)=[CH:9][NH:8][C:5]2=[N:6][CH:7]=1.[CH3:34][C:35]([O:38][C:39](O[C:39]([O:38][C:35]([CH3:37])([CH3:36])[CH3:34])=[O:40])=[O:40])([CH3:37])[CH3:36].C(N(CC)CC)C.O. The product is [Br:1][C:2]1[C:3]([N:20]2[CH2:25][CH2:24][CH2:23][C@@H:22]([NH:26][C:27]([O:28][C:29]([CH3:30])([CH3:32])[CH3:31])=[O:33])[CH2:21]2)=[C:4]2[C:10]([NH:11][C:12](=[O:19])[C:13]3[CH:18]=[CH:17][CH:16]=[N:15][CH:14]=3)=[CH:9][N:8]([C:39]([O:38][C:35]([CH3:37])([CH3:36])[CH3:34])=[O:40])[C:5]2=[N:6][CH:7]=1. (6) The reactants are [CH:1]([N:4]1[CH2:9][CH2:8][N:7]([C:10]2[CH:15]=[CH:14][C:13]([N+:16]([O-])=O)=[CH:12][N:11]=2)[CH2:6][CH2:5]1)([CH3:3])[CH3:2].O.O.[Sn](Cl)Cl.Cl. The catalyst is CO. The product is [CH:1]([N:4]1[CH2:5][CH2:6][N:7]([C:10]2[N:11]=[CH:12][C:13]([NH2:16])=[CH:14][CH:15]=2)[CH2:8][CH2:9]1)([CH3:3])[CH3:2]. The yield is 0.860.